Dataset: Full USPTO retrosynthesis dataset with 1.9M reactions from patents (1976-2016). Task: Predict the reactants needed to synthesize the given product. (1) Given the product [CH3:19][C:18]1[NH:22][C:23]([CH3:24])=[C:25]([C:26](=[O:32])[CH2:27][CH2:28][CH:29]([CH3:30])[CH3:31])[CH:13]([C:5]2[CH:6]=[CH:7][CH:8]=[C:9]3[C:4]=2[O:3][C:2]([CH3:1])=[CH:11][C:10]3=[O:12])[C:17]=1[C:15]#[N:16], predict the reactants needed to synthesize it. The reactants are: [CH3:1][C:2]1[O:3][C:4]2[C:9]([C:10](=[O:12])[CH:11]=1)=[CH:8][CH:7]=[CH:6][C:5]=2[CH:13]=O.[C:15]([CH:17]=[C:18]([O-])[CH3:19])#[N:16].[Na+].[NH2:22][C:23](=[CH:25][C:26](=[O:32])[CH2:27][CH2:28][CH:29]([CH3:31])[CH3:30])[CH3:24].C(O)(=O)C. (2) Given the product [CH2:1]([O:3][C:4](=[O:27])[C:5]([C:18]1[CH:19]=[CH:20][C:21]([F:104])=[CH:22][CH:23]=1)([CH2:11][C:40]1[CH:41]=[N:42][CH:43]=[CH:44][CH:39]=1)[C:6]([O:8][CH2:9][CH3:10])=[O:7])[CH3:2], predict the reactants needed to synthesize it. The reactants are: [CH2:1]([O:3][C:4](=[O:27])[C:5]([C:18]1[CH:23]=[CH:22][C:21]([N+]([O-])=O)=[CH:20][CH:19]=1)([CH2:11]C1C=CC=CN=1)[C:6]([O:8][CH2:9][CH3:10])=[O:7])[CH3:2].C(OC(=O)C(C1C=CC([N+]([O-])=O)=CC=1)(C[C:39]1[CH:44]=[CH:43][N:42]=[CH:41][CH:40]=1)C(OCC)=O)C.C(OC(=O)C(C1C=CC=CC=1)(CC1C=NC=CC=1)C(OCC)=O)C.C(OC(=O)C(C1C=C(Cl)C(C(F)(F)[F:104])=CC=1[N+]([O-])=O)(CC1C=NC=CC=1)C(OCC)=O)C.C(OC(=O)C(CC1C=CC=CC=1)(CC1C=NC=CC=1)C(OCC)=O)C.C(OC(=O)C(C1C=CC([N+]([O-])=O)=CC=1)(CN1C2C=CC=CC=2N=N1)C(OCC)=O)C.C(OC(=O)C(C1SC=CC=1)(CC1C=CC=CN=1)C(OCC)=O)C.C(OC(=O)C(C1C=CC(NC(=O)C)=CC=1)(CC1C=CC=CN=1)C(OCC)=O)C.N1C=CC=CC=1CC(C([O-])=O)C([O-])=O.[N+](C1C=CC(C(CC2C=CC=CN=2)(C#N)C#N)=CC=1)([O-])=O. (3) Given the product [CH:1]1([CH2:6][C:7]([NH:9][C:10]2[CH:11]=[N:12][N:13]([CH2:17][CH2:18][CH:19]([F:31])[CH2:20][N:21]3[CH:25]=[C:24]([C:26]([OH:28])=[O:27])[N:23]=[N:22]3)[C:14](=[O:16])[CH:15]=2)=[O:8])[CH2:5][CH2:4][CH2:3][CH2:2]1, predict the reactants needed to synthesize it. The reactants are: [CH:1]1([CH2:6][C:7]([NH:9][C:10]2[CH:11]=[N:12][N:13]([CH2:17][CH2:18][CH:19]([F:31])[CH2:20][N:21]3[CH:25]=[C:24]([C:26]([O:28]CC)=[O:27])[N:23]=[N:22]3)[C:14](=[O:16])[CH:15]=2)=[O:8])[CH2:5][CH2:4][CH2:3][CH2:2]1.[Li+].[OH-].